Dataset: Full USPTO retrosynthesis dataset with 1.9M reactions from patents (1976-2016). Task: Predict the reactants needed to synthesize the given product. (1) Given the product [NH2:15][C:10]1[N:11]=[C:12]([CH3:14])[N:13]=[C:8]([C:7]2[C:2]([NH:16][C:17]3[CH:18]=[C:19]([OH:23])[CH:20]=[CH:21][CH:22]=3)=[N:3][CH:4]=[CH:5][CH:6]=2)[N:9]=1, predict the reactants needed to synthesize it. The reactants are: F[C:2]1[C:7]([C:8]2[N:13]=[C:12]([CH3:14])[N:11]=[C:10]([NH2:15])[N:9]=2)=[CH:6][CH:5]=[CH:4][N:3]=1.[NH2:16][C:17]1[CH:18]=[C:19]([OH:23])[CH:20]=[CH:21][CH:22]=1. (2) Given the product [CH3:31][C:22]1[CH:27]=[CH:26][C:25]([C:28]([NH:21][C:18]2[N:19]=[N:20][C:15]([O:14][CH2:13][C:3]3[C:4]([C:7]4[CH:8]=[CH:9][CH:10]=[CH:11][CH:12]=4)=[N:5][O:6][C:2]=3[CH3:1])=[CH:16][CH:17]=2)=[O:29])=[CH:24][CH:23]=1, predict the reactants needed to synthesize it. The reactants are: [CH3:1][C:2]1[O:6][N:5]=[C:4]([C:7]2[CH:12]=[CH:11][CH:10]=[CH:9][CH:8]=2)[C:3]=1[CH2:13][O:14][C:15]1[N:20]=[N:19][C:18]([NH2:21])=[CH:17][CH:16]=1.[C:22]1([CH3:31])[CH:27]=[CH:26][C:25]([C:28](Cl)=[O:29])=[CH:24][CH:23]=1. (3) Given the product [OH:14][CH:15]([CH2:34][C:35]1[CH:40]=[CH:39][CH:38]=[CH:37][CH:36]=1)/[CH:16]=[CH:17]/[C@H:18]1[CH2:23][CH2:22][CH2:21][C:20](=[O:24])[N:19]1[CH2:25][C:26]#[C:27][CH2:28][O:29][CH2:30][C:31]([NH2:3])=[O:32], predict the reactants needed to synthesize it. The reactants are: C([N:3](CC)CC)C.ClC(OCC)=O.[OH:14][CH:15]([CH2:34][C:35]1[CH:40]=[CH:39][CH:38]=[CH:37][CH:36]=1)/[CH:16]=[CH:17]/[C@H:18]1[CH2:23][CH2:22][CH2:21][C:20](=[O:24])[N:19]1[CH2:25][C:26]#[C:27][CH2:28][O:29][CH2:30][C:31](O)=[O:32].N.C([O-])(O)=O.[Na+]. (4) Given the product [CH3:1][O:2][C:3]([C:5]1[NH:6][C:7]2[C:12]([CH:13]=1)=[CH:11][C:10]([S:14]([CH3:17])(=[O:16])=[O:15])=[CH:9][CH:8]=2)=[O:4], predict the reactants needed to synthesize it. The reactants are: [CH3:1][O:2][C:3]([C:5]1[N:6](S(C2C=CC=CC=2)(=O)=O)[C:7]2[C:12]([CH:13]=1)=[CH:11][C:10]([S:14]([CH3:17])(=[O:16])=[O:15])=[CH:9][CH:8]=2)=[O:4].O1CCCC1.[OH-].[K+].Cl. (5) Given the product [Cl:17][C:18]1[CH:23]=[CH:22][C:21]([S:24]([NH:1][C:2]2[CH:7]=[C:6]([Cl:8])[CH:5]=[CH:4][C:3]=2[C:9]([N:11]2[CH2:16][CH2:15][CH2:14][CH2:13]2)=[O:10])(=[O:25])=[O:26])=[CH:20][C:19]=1[C:28]([F:31])([F:29])[F:30], predict the reactants needed to synthesize it. The reactants are: [NH2:1][C:2]1[CH:7]=[C:6]([Cl:8])[CH:5]=[CH:4][C:3]=1[C:9]([N:11]1[CH2:16][CH2:15][CH2:14][CH2:13]C1)=[O:10].[Cl:17][C:18]1[CH:23]=[CH:22][C:21]([S:24](Cl)(=[O:26])=[O:25])=[CH:20][C:19]=1[C:28]([F:31])([F:30])[F:29]. (6) Given the product [F:1][C:2]1[C:13]([F:14])=[CH:12][CH:11]=[CH:10][C:3]=1[C:4]([C:20]1[CH:21]=[CH:22][C:17]([O:16][CH3:15])=[CH:18][CH:19]=1)=[O:5], predict the reactants needed to synthesize it. The reactants are: [F:1][C:2]1[C:13]([F:14])=[CH:12][CH:11]=[CH:10][C:3]=1[C:4](N(OC)C)=[O:5].[CH3:15][O:16][C:17]1[CH:22]=[CH:21][C:20]([Mg]Br)=[CH:19][CH:18]=1. (7) Given the product [C:17]([O:20][CH2:21][CH2:22][O:1][C:2]1[CH:9]=[CH:8][C:5]([CH:6]=[O:7])=[CH:4][C:3]=1[CH3:10])(=[O:19])[CH3:18], predict the reactants needed to synthesize it. The reactants are: [OH:1][C:2]1[CH:9]=[CH:8][C:5]([CH:6]=[O:7])=[CH:4][C:3]=1[CH3:10].C([O-])([O-])=O.[K+].[K+].[C:17]([O:20][CH2:21][CH2:22]Br)(=[O:19])[CH3:18]. (8) Given the product [CH3:1][O:2][C:3]1[CH:8]=[CH:7][C:6]([O:9][C:11]2[CH:12]=[CH:13][C:14]([N+:26]([O-:28])=[O:27])=[C:15]([CH2:17][NH:18][C:19](=[O:25])[O:20][C:21]([CH3:24])([CH3:22])[CH3:23])[CH:16]=2)=[CH:5][CH:4]=1, predict the reactants needed to synthesize it. The reactants are: [CH3:1][O:2][C:3]1[CH:8]=[CH:7][C:6]([OH:9])=[CH:5][CH:4]=1.Cl[C:11]1[CH:12]=[CH:13][C:14]([N+:26]([O-:28])=[O:27])=[C:15]([CH2:17][NH:18][C:19](=[O:25])[O:20][C:21]([CH3:24])([CH3:23])[CH3:22])[CH:16]=1.[H-].[Na+]. (9) Given the product [CH2:15]([C:14]1[C:7]([CH2:8][C:9]([NH2:11])=[O:10])=[C:2]2[N:1]([CH:13]=1)[CH:6]=[CH:5][CH:4]=[CH:3]2)[CH3:16], predict the reactants needed to synthesize it. The reactants are: [N:1]1[CH:6]=[CH:5][CH:4]=[CH:3][C:2]=1[CH2:7][CH2:8][C:9]([NH2:11])=[O:10].Br[CH2:13][C:14](=O)[CH2:15][CH3:16].